Predict which catalyst facilitates the given reaction. From a dataset of Catalyst prediction with 721,799 reactions and 888 catalyst types from USPTO. The catalyst class is: 23. Product: [Br:19][C:7]1[CH:8]=[C:3]([C:2]([F:1])([F:10])[F:11])[C:4]([NH2:9])=[N:5][CH:6]=1. Reactant: [F:1][C:2]([F:11])([F:10])[C:3]1[C:4]([NH2:9])=[N:5][CH:6]=[CH:7][CH:8]=1.C1C(=O)N([Br:19])C(=O)C1.